From a dataset of Forward reaction prediction with 1.9M reactions from USPTO patents (1976-2016). Predict the product of the given reaction. (1) Given the reactants Br[C:2]1[C:3]([F:28])=[CH:4][C:5]([F:27])=[C:6]([CH:26]=1)[CH2:7][O:8][C:9]1[N:14]=[CH:13][C:12]2[C@@H:15]3[C@@H:18]([C:19]([O:21][C:22]([CH3:25])([CH3:24])[CH3:23])=[O:20])[C@@H:16]3[CH2:17][C:11]=2[CH:10]=1.[CH3:29][C:30]1([CH3:46])[C:34]([CH3:36])([CH3:35])[O:33][B:32]([B:32]2[O:33][C:34]([CH3:36])([CH3:35])[C:30]([CH3:46])([CH3:29])[O:31]2)[O:31]1.B(O)O.CC([O-])=O.[K+].O1CCOCC1, predict the reaction product. The product is: [F:27][C:5]1[CH:4]=[C:3]([F:28])[C:2]([B:32]2[O:33][C:34]([CH3:36])([CH3:35])[C:30]([CH3:46])([CH3:29])[O:31]2)=[CH:26][C:6]=1[CH2:7][O:8][C:9]1[N:14]=[CH:13][C:12]2[C@@H:15]3[C@@H:18]([C:19]([O:21][C:22]([CH3:25])([CH3:24])[CH3:23])=[O:20])[C@@H:16]3[CH2:17][C:11]=2[CH:10]=1. (2) Given the reactants [SH:1][C:2]1[CH:3]=[C:4]([CH2:8][C:9]([OH:11])=[O:10])[CH:5]=[CH:6][CH:7]=1.Cl.[CH3:13]O, predict the reaction product. The product is: [SH:1][C:2]1[CH:3]=[C:4]([CH2:8][C:9]([O:11][CH3:13])=[O:10])[CH:5]=[CH:6][CH:7]=1. (3) Given the reactants [CH:1]1([C:6]2([CH2:14][CH2:15][C:16]3[CH:21]=[C:20]([CH2:22][CH3:23])[C:19]([OH:24])=[CH:18][C:17]=3[O:25][CH3:26])[O:11][C:10](=[O:12])[CH2:9][C:8](=[O:13])[CH2:7]2)[CH2:5][CH2:4][CH2:3][CH2:2]1.[CH3:27][C:28]1[N:29]=[CH:30][NH:31][C:32]=1[CH:33]=O.CC1C=NC2N(N=C(C=O)N=2)C=1, predict the reaction product. The product is: [CH:1]1([C:6]2([CH2:14][CH2:15][C:16]3[CH:21]=[C:20]([CH2:22][CH3:23])[C:19]([OH:24])=[CH:18][C:17]=3[O:25][CH3:26])[O:11][C:10](=[O:12])[C:9]([CH2:27][C:28]3[N:29]=[CH:30][NH:31][C:32]=3[CH3:33])=[C:8]([OH:13])[CH2:7]2)[CH2:5][CH2:4][CH2:3][CH2:2]1. (4) Given the reactants [Si]([O:8][CH2:9][C:10]([N:13]1[C:18](=[O:19])[CH:17]=[CH:16][C:15]([NH:20][C:21](=[O:27])[O:22][C:23]([CH3:26])([CH3:25])[CH3:24])=[CH:14]1)([CH3:12])[CH3:11])(C(C)(C)C)(C)C.N1C=CC=CC=1.F, predict the reaction product. The product is: [OH:8][CH2:9][C:10]([N:13]1[C:18](=[O:19])[CH:17]=[CH:16][C:15]([NH:20][C:21](=[O:27])[O:22][C:23]([CH3:26])([CH3:25])[CH3:24])=[CH:14]1)([CH3:12])[CH3:11]. (5) Given the reactants Br[C:2]1[CH:3]=[C:4]([F:13])[C:5]([O:8][CH2:9][CH:10]2[CH2:12][CH2:11]2)=[N:6][CH:7]=1.B([O-])[O-:15], predict the reaction product. The product is: [CH:10]1([CH2:9][O:8][C:5]2[N:6]=[CH:7][C:2]([OH:15])=[CH:3][C:4]=2[F:13])[CH2:12][CH2:11]1. (6) Given the reactants [Cl:1][C:2]1[C:3]([F:42])=[C:4]([C@@H:8]2[C@:12]([C:15]3[CH:20]=[CH:19][C:18]([Cl:21])=[CH:17][C:16]=3[F:22])([C:13]#[N:14])[C@H:11]([CH2:23][C:24]([CH3:27])([CH3:26])[CH3:25])[NH:10][C@H:9]2[C:28]([NH:30][C:31]2[CH:39]=[CH:38][C:34]([C:35]([OH:37])=[O:36])=[CH:33][C:32]=2[O:40][CH3:41])=[O:29])[CH:5]=[CH:6][CH:7]=1.Br[CH2:44][C:45]([O:47][C:48]([CH3:51])([CH3:50])[CH3:49])=[O:46].C(=O)([O-])[O-].[Cs+].[Cs+].CN(C)C=O, predict the reaction product. The product is: [Cl:1][C:2]1[C:3]([F:42])=[C:4]([C@@H:8]2[C@:12]([C:15]3[CH:20]=[CH:19][C:18]([Cl:21])=[CH:17][C:16]=3[F:22])([C:13]#[N:14])[C@H:11]([CH2:23][C:24]([CH3:26])([CH3:27])[CH3:25])[NH:10][C@H:9]2[C:28]([NH:30][C:31]2[CH:39]=[CH:38][C:34]([C:35]([O:37][CH2:44][C:45]([O:47][C:48]([CH3:51])([CH3:50])[CH3:49])=[O:46])=[O:36])=[CH:33][C:32]=2[O:40][CH3:41])=[O:29])[CH:5]=[CH:6][CH:7]=1. (7) Given the reactants [C:1]([C:3]1[C:4](=O)[CH:5]=[C:6]([C:22]2[CH:31]=[CH:30][C:25]([C:26]([O:28][CH3:29])=[O:27])=[CH:24][CH:23]=2)[NH:7][C:8]=1[C:9]1[CH:14]=[CH:13][C:12]([O:15][C:16]2[CH:21]=[CH:20][CH:19]=[CH:18][CH:17]=2)=[CH:11][CH:10]=1)#[N:2].P(Cl)(Cl)([Cl:35])=O, predict the reaction product. The product is: [Cl:35][C:4]1[C:3]([C:1]#[N:2])=[C:8]([C:9]2[CH:14]=[CH:13][C:12]([O:15][C:16]3[CH:21]=[CH:20][CH:19]=[CH:18][CH:17]=3)=[CH:11][CH:10]=2)[N:7]=[C:6]([C:22]2[CH:31]=[CH:30][C:25]([C:26]([O:28][CH3:29])=[O:27])=[CH:24][CH:23]=2)[CH:5]=1. (8) The product is: [CH3:8][C@H:6]1[O:7][C@@H:2]([CH3:1])[CH2:3][N:4]([CH2:10][C:11]([O:13][CH2:14][CH3:15])=[O:12])[CH2:5]1. Given the reactants [CH3:1][C@H:2]1[O:7][C@@H:6]([CH3:8])[CH2:5][NH:4][CH2:3]1.Br[CH2:10][C:11]([O:13][CH2:14][CH3:15])=[O:12].C(=O)([O-])[O-].[K+].[K+], predict the reaction product.